Dataset: Reaction yield outcomes from USPTO patents with 853,638 reactions. Task: Predict the reaction yield, written as a fraction of the theoretical maximum amount of product (1.0 means a 100% yield; for example, 0.34 means a 34% yield). (1) The reactants are [CH2:1]([S:8]([C:11]1[CH:16]=[CH:15][C:14](Br)=[CH:13][CH:12]=1)(=[O:10])=[O:9])[C:2]1[CH:7]=[CH:6][CH:5]=[CH:4][CH:3]=1.[CH3:18][C@@H:19]1[CH2:23][CH2:22][CH2:21][N:20]1[CH2:24][CH2:25][C:26]1[CH:31]=[CH:30][C:29](B(O)O)=[CH:28][CH:27]=1. No catalyst specified. The product is [CH3:18][C@@H:19]1[CH2:23][CH2:22][CH2:21][N:20]1[CH2:24][CH2:25][C:26]1[CH:31]=[CH:30][C:29]([C:14]2[CH:15]=[CH:16][C:11]([S:8]([CH2:1][C:2]3[CH:7]=[CH:6][CH:5]=[CH:4][CH:3]=3)(=[O:10])=[O:9])=[CH:12][CH:13]=2)=[CH:28][CH:27]=1. The yield is 0.500. (2) The reactants are [F:1][C:2]1[CH:3]=[N:4][C:5]2[C:10]([C:11]=1[CH:12]=[O:13])=[N:9][C:8]([O:14][CH3:15])=[CH:7][CH:6]=2.[BH4-].[Na+].O. The catalyst is CO. The product is [F:1][C:2]1[CH:3]=[N:4][C:5]2[C:10]([C:11]=1[CH2:12][OH:13])=[N:9][C:8]([O:14][CH3:15])=[CH:7][CH:6]=2. The yield is 0.790. (3) The reactants are [CH2:1]([C:3]1[N:4]([C:28]2[CH:33]=[CH:32][C:31]([OH:34])=[CH:30][CH:29]=2)[C:5](=[O:27])[C:6]([CH2:12][C:13]2[CH:18]=[CH:17][C:16]([C:19]3[C:20]([C:25]#[N:26])=[CH:21][CH:22]=[CH:23][CH:24]=3)=[CH:15][CH:14]=2)=[C:7]([CH2:9][CH2:10][CH3:11])[N:8]=1)[CH3:2].[CH2:35]([O:37][CH2:38][CH:39](O)[CH2:40][O:41][CH2:42][CH3:43])[CH3:36].C1(P(C2C=CC=CC=2)C2C=CC=CC=2)C=CC=CC=1.[N:65]([C:66]([O:68]C(C)C)=[O:67])=[N:65][C:66]([O:68]C(C)C)=[O:67]. The product is [CH2:42]([O:41][CH2:40][CH:39]([CH2:38][O:37][CH2:35][CH3:36])[O:34][C:31]1[CH:32]=[CH:33][C:28]([N:4]2[C:5](=[O:27])[C:6]([CH2:12][C:13]3[CH:18]=[CH:17][C:16]([C:19]4[CH:24]=[CH:23][CH:22]=[CH:21][C:20]=4[C:25]4[NH:65][C:66](=[O:67])[O:68][N:26]=4)=[CH:15][CH:14]=3)=[C:7]([CH2:9][CH2:10][CH3:11])[N:8]=[C:3]2[CH2:1][CH3:2])=[CH:29][CH:30]=1)[CH3:43]. The catalyst is O1CCCC1.O.C(OCC)(=O)C. The yield is 0.600. (4) The reactants are N[C:2]1[N:6]([C:7]2[CH:12]=[CH:11][C:10]([O:13][CH3:14])=[CH:9][CH:8]=2)[N:5]=[C:4]([CH3:15])[C:3]=1[C:16]#[N:17].[I:18]CI.N(OCCC(C)C)=O. The catalyst is CC#N. The product is [I:18][C:2]1[N:6]([C:7]2[CH:12]=[CH:11][C:10]([O:13][CH3:14])=[CH:9][CH:8]=2)[N:5]=[C:4]([CH3:15])[C:3]=1[C:16]#[N:17]. The yield is 0.750. (5) The product is [I:1][C:2]1[CH:13]=[CH:12][C:5]([O:6][C@H:7]2[CH2:11][CH2:10][O:9][CH2:8]2)=[C:4]([NH2:14])[CH:3]=1. The yield is 0.290. The reactants are [I:1][C:2]1[CH:13]=[CH:12][C:5]([O:6][C@H:7]2[CH2:11][CH2:10][O:9][CH2:8]2)=[C:4]([N+:14]([O-])=O)[CH:3]=1. The catalyst is [Fe].C(O)(=O)C. (6) The reactants are [CH3:1][O:2][C:3]([C:5]1([C:11]2[CH:16]=[CH:15][C:14]([NH2:17])=[C:13](Br)[CH:12]=2)[CH2:10][CH2:9][O:8][CH2:7][CH2:6]1)=[O:4].[CH3:19][C:20]1([CH3:29])[CH2:25][CH2:24][C:23](B(O)O)=[CH:22][CH2:21]1.[O-]P([O-])([O-])=O.[K+].[K+].[K+].CCOC(C)=O. The catalyst is CN(C=O)C. The product is [CH3:1][O:2][C:3]([C:5]1([C:11]2[CH:16]=[CH:15][C:14]([NH2:17])=[C:13]([C:23]3[CH2:24][CH2:25][C:20]([CH3:29])([CH3:19])[CH2:21][CH:22]=3)[CH:12]=2)[CH2:10][CH2:9][O:8][CH2:7][CH2:6]1)=[O:4]. The yield is 0.720. (7) The reactants are [CH:1]1[C:13]2[NH:12][C:11]3[C:6](=[CH:7][CH:8]=[CH:9][CH:10]=3)[C:5]=2[CH:4]=[CH:3][CH:2]=1.[Br:14][C:15]1[CH:20]=[CH:19][C:18]([C:21]2[CH:26]=[CH:25][C:24](Br)=[CH:23][CH:22]=2)=[CH:17][CH:16]=1.C1OCCOCCOCCOCCOCCOC1.C(=O)([O-])[O-].[K+].[K+]. The catalyst is [Cu].CN(C)C=O. The product is [Br:14][C:15]1[CH:16]=[CH:17][C:18]([C:21]2[CH:26]=[CH:25][C:24]([N:12]3[C:11]4[CH:10]=[CH:9][CH:8]=[CH:7][C:6]=4[C:5]4[C:13]3=[CH:1][CH:2]=[CH:3][CH:4]=4)=[CH:23][CH:22]=2)=[CH:19][CH:20]=1. The yield is 0.420. (8) The reactants are [C:1]([C:3]([C:9]#[N:10])=[C:4](C#N)C#N)#[N:2].N[C:12](N)=[O:13].[CH3:15][OH:16]. The catalyst is C(OCC)C. The product is [CH3:15][O:16][C:4]([O:13][CH3:12])=[C:3]([C:9]#[N:10])[C:1]#[N:2]. The yield is 0.620. (9) The reactants are [CH:1]1[CH:6]=[CH:5][C:4]([C@H:7]([NH2:11])[C:8]([NH2:10])=[O:9])=[CH:3][CH:2]=1.[CH2:12]1[CH2:18][S:15](=[O:17])(=[O:16])[O:14][CH2:13]1. The catalyst is O1CCCC1.O1CCOCC1. The product is [NH2:10][C:8](=[O:9])[C@@H:7]([NH:11][CH2:13][CH2:12][CH2:18][S:15]([OH:17])(=[O:16])=[O:14])[C:4]1[CH:3]=[CH:2][CH:1]=[CH:6][CH:5]=1. The yield is 0.500.